Predict the product of the given reaction. From a dataset of Forward reaction prediction with 1.9M reactions from USPTO patents (1976-2016). Given the reactants [CH3:1][S:2](Cl)(=[O:4])=[O:3].[F:6][C:7]1[CH:8]=[C:9]([CH2:13][CH2:14][OH:15])[CH:10]=[CH:11][CH:12]=1.C(N(CC)CC)C, predict the reaction product. The product is: [CH3:1][S:2]([O:15][CH2:14][CH2:13][C:9]1[CH:10]=[CH:11][CH:12]=[C:7]([F:6])[CH:8]=1)(=[O:4])=[O:3].